This data is from Peptide-MHC class I binding affinity with 185,985 pairs from IEDB/IMGT. The task is: Regression. Given a peptide amino acid sequence and an MHC pseudo amino acid sequence, predict their binding affinity value. This is MHC class I binding data. (1) The peptide sequence is EMVDELVTR. The MHC is HLA-A33:01 with pseudo-sequence HLA-A33:01. The binding affinity (normalized) is 0.580. (2) The peptide sequence is SPSYVKYRY. The MHC is HLA-B35:01 with pseudo-sequence HLA-B35:01. The binding affinity (normalized) is 0.344. (3) The peptide sequence is FANVISKIYT. The MHC is HLA-A02:03 with pseudo-sequence HLA-A02:03. The binding affinity (normalized) is 0.207.